From a dataset of NCI-60 drug combinations with 297,098 pairs across 59 cell lines. Regression. Given two drug SMILES strings and cell line genomic features, predict the synergy score measuring deviation from expected non-interaction effect. (1) Drug 2: CC(C)(C#N)C1=CC(=CC(=C1)CN2C=NC=N2)C(C)(C)C#N. Drug 1: C1=NC(=NC(=O)N1C2C(C(C(O2)CO)O)O)N. Synergy scores: CSS=2.58, Synergy_ZIP=1.48, Synergy_Bliss=4.79, Synergy_Loewe=2.25, Synergy_HSA=2.28. Cell line: UACC-257. (2) Drug 1: CC(CN1CC(=O)NC(=O)C1)N2CC(=O)NC(=O)C2. Drug 2: C1=C(C(=O)NC(=O)N1)F. Cell line: SW-620. Synergy scores: CSS=65.1, Synergy_ZIP=-2.30, Synergy_Bliss=-1.26, Synergy_Loewe=1.63, Synergy_HSA=4.12.